From a dataset of Forward reaction prediction with 1.9M reactions from USPTO patents (1976-2016). Predict the product of the given reaction. (1) Given the reactants Br[C:2]1[CH:3]=[C:4]2[CH2:27][C:9]3([C:17]4[C:12](=[N:13][CH:14]=[CH:15][CH:16]=4)[N:11]([CH2:18][O:19][CH2:20][CH2:21][Si:22]([CH3:25])([CH3:24])[CH3:23])[C:10]3=[O:26])[CH2:8][C:5]2=[N:6][CH:7]=1.[C:28]([O-:31])(=[O:30])C.[Na+].[C]=O.[CH3:35]O, predict the reaction product. The product is: [O:26]=[C:10]1[N:11]([CH2:18][O:19][CH2:20][CH2:21][Si:22]([CH3:25])([CH3:24])[CH3:23])[C:12]2=[N:13][CH:14]=[CH:15][CH:16]=[C:17]2[C@@:9]21[CH2:8][C:5]1=[N:6][CH:7]=[C:2]([C:28]([O:31][CH3:35])=[O:30])[CH:3]=[C:4]1[CH2:27]2. (2) Given the reactants C(SC[C@@H](N)CO)C1C=CC=CC=1.OCCN.[CH:18]([CH:21]1[NH:25][C@H:24]([CH2:26][S:27][CH2:28][C:29]2[CH:34]=[CH:33][CH:32]=[CH:31][CH:30]=2)[CH2:23]O1)([CH3:20])[CH3:19].O1CCNC1.C(SC[C@@H](NCC(C)C)CO)C1C=CC=CC=1.O=S(Cl)[Cl:59], predict the reaction product. The product is: [Cl-:59].[CH2:28]([S:27][CH2:26][C@H:24]([NH2+:25][CH2:21][CH:18]([CH3:20])[CH3:19])[CH2:23][Cl:59])[C:29]1[CH:34]=[CH:33][CH:32]=[CH:31][CH:30]=1. (3) Given the reactants Cl[CH2:2][C:3]1[N:4]=[C:5]([CH:8]([CH3:10])[CH3:9])[S:6][CH:7]=1.BrCC1CCCCO1.[CH3:19][N:20]([CH3:48])[C:21]1[N:26]=[CH:25][C:24]([C:27]2[CH:35]=[CH:34][CH:33]=[C:32]3[C:28]=2[C:29]2([C:40]4=[CH:41][C:42]5[O:46][CH2:45][O:44][C:43]=5[CH:47]=[C:39]4[O:38][CH2:37]2)[C:30](=[O:36])[NH:31]3)=[CH:23][CH:22]=1, predict the reaction product. The product is: [CH3:19][N:20]([CH3:48])[C:21]1[N:26]=[CH:25][C:24]([C:27]2[CH:35]=[CH:34][CH:33]=[C:32]3[C:28]=2[C:29]2([C:40]4=[CH:41][C:42]5[O:46][CH2:45][O:44][C:43]=5[CH:47]=[C:39]4[O:38][CH2:37]2)[C:30](=[O:36])[N:31]3[CH2:2][C:3]2[N:4]=[C:5]([CH:8]([CH3:10])[CH3:9])[S:6][CH:7]=2)=[CH:23][CH:22]=1.